Dataset: Full USPTO retrosynthesis dataset with 1.9M reactions from patents (1976-2016). Task: Predict the reactants needed to synthesize the given product. Given the product [CH3:1][O:2][C:3]1[CH:8]=[C:7]([CH3:9])[C:6]([S:10]([N:20]2[CH2:19][CH2:18][N:17]3[CH:21]=[CH:22][CH:23]=[C:16]3[CH:15]2[CH2:24][OH:25])(=[O:12])=[O:11])=[C:5]([CH3:14])[CH:4]=1, predict the reactants needed to synthesize it. The reactants are: [CH3:1][O:2][C:3]1[CH:8]=[C:7]([CH3:9])[C:6]([S:10](Cl)(=[O:12])=[O:11])=[C:5]([CH3:14])[CH:4]=1.[CH:15]1([CH2:24][OH:25])[NH:20][CH2:19][CH2:18][N:17]2[CH:21]=[CH:22][CH:23]=[C:16]12.